Dataset: Forward reaction prediction with 1.9M reactions from USPTO patents (1976-2016). Task: Predict the product of the given reaction. (1) Given the reactants [Cl:1][C:2]1[CH:7]=[CH:6][N:5]=[C:4]([CH3:8])[CH:3]=1.[CH3:9][O:10][C:11]1[CH:21]=[CH:20][C:14]([C:15](OCC)=[O:16])=[CH:13][CH:12]=1, predict the reaction product. The product is: [Cl:1][C:2]1[CH:7]=[CH:6][N:5]=[C:4]([CH2:8][C:15]([C:14]2[CH:20]=[CH:21][C:11]([O:10][CH3:9])=[CH:12][CH:13]=2)=[O:16])[CH:3]=1. (2) Given the reactants C1(P(C2CCCCC2)C2C=CC=CC=2C2C(OC)=CC=CC=2OC)CCCCC1.P([O-])([O-])([O-])=O.[K+].[K+].[K+].[CH3:38][O:39][C:40](=[O:50])[CH2:41][C:42]1[CH:47]=[CH:46][C:45](Cl)=[CH:44][C:43]=1[F:49].[CH2:51]([C:53]([OH:85])([CH2:83][CH3:84])/[CH:54]=[CH:55]/[C:56]1[CH:61]=[CH:60][C:59]([C:62]([CH2:80][CH3:81])([C:65]2[CH:70]=[CH:69][C:68](B3OC(C)(C)C(C)(C)O3)=[CH:67][CH:66]=2)[CH2:63][CH3:64])=[CH:58][C:57]=1[CH3:82])[CH3:52], predict the reaction product. The product is: [CH3:38][O:39][C:40](=[O:50])[CH2:41][C:42]1[CH:47]=[CH:46][C:45]([C:68]2[CH:67]=[CH:66][C:65]([C:62]([CH2:80][CH3:81])([C:59]3[CH:60]=[CH:61][C:56](/[CH:55]=[CH:54]/[C:53]([CH2:83][CH3:84])([OH:85])[CH2:51][CH3:52])=[C:57]([CH3:82])[CH:58]=3)[CH2:63][CH3:64])=[CH:70][CH:69]=2)=[CH:44][C:43]=1[F:49]. (3) Given the reactants [CH3:1][N:2]([CH3:17])[CH:3]=[CH:4][C:5]([C:7]1[CH:8]=[C:9]([NH:13][C:14](=[O:16])[CH3:15])[CH:10]=[CH:11][CH:12]=1)=[O:6].[OH-].[K+].CI.[CH2:22](Cl)Cl, predict the reaction product. The product is: [CH3:17][N:2]([CH3:1])[CH:3]=[CH:4][C:5]([C:7]1[CH:8]=[C:9]([N:13]([CH3:22])[C:14](=[O:16])[CH3:15])[CH:10]=[CH:11][CH:12]=1)=[O:6]. (4) The product is: [N:8]1([C:9]2[N:14]=[CH:13][C:12]([CH2:15][C:16]([NH2:18])=[O:17])=[C:11]([NH:19][CH2:20][C:21]3[CH:26]=[C:25]([F:27])[CH:24]=[C:23]([F:28])[CH:22]=3)[CH:10]=2)[C:3]2[CH:4]=[CH:5][CH:6]=[CH:7][C:2]=2[N:1]=[CH:29]1. Given the reactants [NH2:1][C:2]1[CH:7]=[CH:6][CH:5]=[CH:4][C:3]=1[NH:8][C:9]1[N:14]=[CH:13][C:12]([CH2:15][C:16]([NH2:18])=[O:17])=[C:11]([NH:19][CH2:20][C:21]2[CH:26]=[C:25]([F:27])[CH:24]=[C:23]([F:28])[CH:22]=2)[CH:10]=1.[CH:29](OC)(OC)OC.O.C1(C)C=CC(S(O)(=O)=O)=CC=1, predict the reaction product. (5) Given the reactants [Cl:1][C:2]1[CH:3]=[C:4]([C@H:9]2[C:18]3[C:13](=[CH:14][CH:15]=[CH:16][CH:17]=3)[C:12](=[N:19][CH3:20])[CH2:11][CH2:10]2)[CH:5]=[CH:6][C:7]=1[Cl:8].O, predict the reaction product. The product is: [Cl:1][C:2]1[CH:3]=[C:4]([C@H:9]2[C:18]3[C:13](=[CH:14][CH:15]=[CH:16][CH:17]=3)[C@@H:12]([NH:19][CH3:20])[CH2:11][CH2:10]2)[CH:5]=[CH:6][C:7]=1[Cl:8]. (6) Given the reactants [CH3:1][C:2]1[C:3]2[C:8]([C:9]([CH3:19])=[C:10]3[C:15]=1[CH:14]=[C:13](C(=O)C)[CH:12]=[CH:11]3)=[CH:7][CH:6]=[CH:5][CH:4]=2.Cl([O-])(=O)(=O)=[O:21].[Na+].Cl.[O:27]1[CH2:32]COCC1, predict the reaction product. The product is: [CH3:1][C:2]1[C:3]2[C:8]([C:9]([CH3:19])=[C:10]3[C:15]=1[CH:14]=[C:13]([C:32]([OH:27])=[O:21])[CH:12]=[CH:11]3)=[CH:7][CH:6]=[CH:5][CH:4]=2.